Dataset: Full USPTO retrosynthesis dataset with 1.9M reactions from patents (1976-2016). Task: Predict the reactants needed to synthesize the given product. (1) Given the product [O:1]1[C:10]2[C:5](=[N:6][CH:7]=[CH:8][CH:9]=2)[O:4][C@@H:3]([C:11]2[CH:12]=[CH:13][C:14]([CH2:15][N:16]3[CH2:17][CH2:18][CH:19]([NH:22][C:32](=[O:33])[CH2:31][N:27]4[CH2:28][CH2:29][CH2:30][C:26]4=[O:25])[CH2:20][CH2:21]3)=[CH:23][CH:24]=2)[CH2:2]1, predict the reactants needed to synthesize it. The reactants are: [O:1]1[C:10]2[C:5](=[N:6][CH:7]=[CH:8][CH:9]=2)[O:4][C@@H:3]([C:11]2[CH:24]=[CH:23][C:14]([CH2:15][N:16]3[CH2:21][CH2:20][CH:19]([NH2:22])[CH2:18][CH2:17]3)=[CH:13][CH:12]=2)[CH2:2]1.[O:25]=[C:26]1[CH2:30][CH2:29][CH2:28][N:27]1[CH2:31][C:32](O)=[O:33]. (2) The reactants are: [NH2:1][CH2:2][C@H:3]([C:5]1[CH:10]=[CH:9][CH:8]=[CH:7][CH:6]=1)[OH:4].C(O)(=O)C.[Br:15][C:16]1[CH:23]=[CH:22][C:19]([CH:20]=O)=[CH:18][CH:17]=1.C(O[BH-](OC(=O)C)OC(=O)C)(=O)C.[Na+]. Given the product [Br:15][C:16]1[CH:23]=[CH:22][C:19]([CH2:20][NH:1][CH2:2][C@H:3]([C:5]2[CH:10]=[CH:9][CH:8]=[CH:7][CH:6]=2)[OH:4])=[CH:18][CH:17]=1, predict the reactants needed to synthesize it. (3) The reactants are: [C:1]([CH2:3][N:4]([C:11]1[CH:16]=[CH:15][C:14]([Cl:17])=[C:13]([Cl:18])[CH:12]=1)[CH2:5][C:6]([O:8]CC)=[O:7])#[N:2].[Li+].[OH-].FC(F)(F)C(O)=O.Cl.O1CCOCC1. Given the product [C:1]([CH2:3][N:4]([C:11]1[CH:16]=[CH:15][C:14]([Cl:17])=[C:13]([Cl:18])[CH:12]=1)[CH2:5][C:6]([OH:8])=[O:7])#[N:2], predict the reactants needed to synthesize it. (4) The reactants are: [C:1]([O:5][CH2:6][CH3:7])(=[O:4])[CH:2]=O.[F:8][C:9]1[CH:15]=[CH:14][C:12]([NH2:13])=[C:11]([CH3:16])[CH:10]=1. Given the product [CH2:6]([O:5][C:1](=[O:4])[CH:2]=[N:13][C:12]1[CH:14]=[CH:15][C:9]([F:8])=[CH:10][C:11]=1[CH3:16])[CH3:7], predict the reactants needed to synthesize it. (5) Given the product [F:21][C:14]1[CH:13]=[CH:12][C:11]([C:4]2[CH:5]=[CH:6][N:1]=[CH:2][CH:3]=2)=[CH:16][C:15]=1[C:17]([F:18])([F:19])[F:20], predict the reactants needed to synthesize it. The reactants are: [N:1]1[CH:6]=[CH:5][C:4](B(O)O)=[CH:3][CH:2]=1.Br[C:11]1[CH:12]=[CH:13][C:14]([F:21])=[C:15]([C:17]([F:20])([F:19])[F:18])[CH:16]=1.C(=O)([O-])[O-].[Na+].[Na+].